From a dataset of Catalyst prediction with 721,799 reactions and 888 catalyst types from USPTO. Predict which catalyst facilitates the given reaction. Reactant: Br[C:2]1[CH:7]=[C:6]([CH3:8])[CH:5]=[C:4]([Cl:9])[N:3]=1.[F:10][C:11]([F:22])([F:21])[C:12]1[CH:17]=[CH:16][C:15](B(O)O)=[CH:14][CH:13]=1.C([O-])([O-])=O.[Na+].[Na+]. Product: [Cl:9][C:4]1[CH:5]=[C:6]([CH3:8])[CH:7]=[C:2]([C:15]2[CH:16]=[CH:17][C:12]([C:11]([F:22])([F:21])[F:10])=[CH:13][CH:14]=2)[N:3]=1. The catalyst class is: 108.